From a dataset of Full USPTO retrosynthesis dataset with 1.9M reactions from patents (1976-2016). Predict the reactants needed to synthesize the given product. (1) Given the product [C:9]([O:13][C:14](=[O:18])[CH2:15][CH2:16][N:17]([CH2:6][C:2]1[S:1][CH:5]=[CH:4][CH:3]=1)[C:51]([NH2:50])=[S:52])([CH3:12])([CH3:11])[CH3:10], predict the reactants needed to synthesize it. The reactants are: [S:1]1[CH:5]=[CH:4][CH:3]=[C:2]1[CH:6]=O.Cl.[C:9]([O:13][C:14](=[O:18])[CH2:15][CH2:16][NH2:17])([CH3:12])([CH3:11])[CH3:10].C(O[BH-](OC(=O)C)OC(=O)C)(=O)C.[Na+].C([N:50]=[C:51]=[S:52])(OCC1C2C(=CC=CC=2)C2C1=CC=CC=2)=O.C(NCC)C. (2) Given the product [CH2:1]([O:8][C:9]1[CH:14]=[CH:13][C:12]([CH2:15][C:16]([NH:39][NH2:40])=[O:18])=[CH:11][CH:10]=1)[C:2]1[CH:7]=[CH:6][CH:5]=[CH:4][CH:3]=1, predict the reactants needed to synthesize it. The reactants are: [CH2:1]([O:8][C:9]1[CH:14]=[CH:13][C:12]([CH2:15][C:16]([OH:18])=O)=[CH:11][CH:10]=1)[C:2]1[CH:7]=[CH:6][CH:5]=[CH:4][CH:3]=1.O.NN.CCN=C=NCCCN(C)C.C1C=CC2N(O)[N:40]=[N:39]C=2C=1. (3) Given the product [Cl:23][C:19]1[CH:20]=[C:21]2[C:16](=[CH:17][CH:18]=1)[NH:15][C:14]([S:11]([N:9]1[CH2:8][C:7](=[O:24])[N:6]([CH2:25][CH:26]3[CH2:27][CH2:28][N:29]([C:32]4[CH:37]=[CH:36][C:35](=[O:38])[N:34]([CH3:39])[N:33]=4)[CH2:30][CH2:31]3)[C@@H:5]([C:3]([OH:4])=[O:2])[CH2:10]1)(=[O:13])=[O:12])=[CH:22]2, predict the reactants needed to synthesize it. The reactants are: C[O:2][C:3]([C@H:5]1[CH2:10][N:9]([S:11]([C:14]2[NH:15][C:16]3[C:21]([CH:22]=2)=[CH:20][C:19]([Cl:23])=[CH:18][CH:17]=3)(=[O:13])=[O:12])[CH2:8][C:7](=[O:24])[N:6]1[CH2:25][CH:26]1[CH2:31][CH2:30][N:29]([C:32]2[CH:37]=[CH:36][C:35](=[O:38])[N:34]([CH3:39])[N:33]=2)[CH2:28][CH2:27]1)=[O:4].[OH-].[Li+].C(O)(=O)C. (4) Given the product [NH2:11][C@H:12]([C:40]([NH:42][CH2:43][CH2:44][O:45][C@H:46]1[O:65][C@H:64]([CH2:66][O:67][C@H:68]2[O:76][C@H:75]([CH2:77][OH:78])[C@@H:73]([OH:74])[C@H:71]([OH:72])[C@@H:69]2[OH:70])[C@@H:62]([OH:63])[C@H:49]([O:50][C@H:51]2[O:59][C@H:58]([CH2:60][OH:61])[C@@H:56]([OH:57])[C@H:54]([OH:55])[C@@H:52]2[OH:53])[C@@H:47]1[OH:48])=[O:41])[CH2:13][CH2:14][CH2:15][CH2:16][NH:17][C:18](=[O:39])[CH2:19][CH2:20][CH2:21][CH2:22][C:23]([NH:25][CH2:26][CH2:27][O:28][C@@H:29]1[O:37][C@@H:36]([CH3:38])[C@@H:34]([OH:35])[C@@H:32]([OH:33])[C@@H:30]1[OH:31])=[O:24], predict the reactants needed to synthesize it. The reactants are: C(OC([NH:11][C@H:12]([C:40]([NH:42][CH2:43][CH2:44][O:45][C@H:46]1[O:65][C@H:64]([CH2:66][O:67][C@H:68]2[O:76][C@H:75]([CH2:77][OH:78])[C@@H:73]([OH:74])[C@H:71]([OH:72])[C@@H:69]2[OH:70])[C@@H:62]([OH:63])[C@H:49]([O:50][C@H:51]2[O:59][C@H:58]([CH2:60][OH:61])[C@@H:56]([OH:57])[C@H:54]([OH:55])[C@@H:52]2[OH:53])[C@@H:47]1[OH:48])=[O:41])[CH2:13][CH2:14][CH2:15][CH2:16][NH:17][C:18](=[O:39])[CH2:19][CH2:20][CH2:21][CH2:22][C:23]([NH:25][CH2:26][CH2:27][O:28][C@@H:29]1[O:37][C@@H:36]([CH3:38])[C@@H:34]([OH:35])[C@@H:32]([OH:33])[C@@H:30]1[OH:31])=[O:24])=O)C1C=CC=CC=1. (5) The reactants are: Cl[C:2]1[CH:3]=[N:4][CH:5]=[C:6]([Cl:17])[C:7]=1[N:8]1[CH2:13][CH2:12][CH:11]([C:14]([NH2:16])=[O:15])[CH2:10][CH2:9]1.[F:18][C:19]1[CH:24]=[CH:23][C:22](B(O)O)=[CH:21][CH:20]=1.C(=O)([O-])[O-].[Na+].[Na+]. Given the product [Cl:17][C:6]1[CH:5]=[N:4][CH:3]=[C:2]([C:22]2[CH:23]=[CH:24][C:19]([F:18])=[CH:20][CH:21]=2)[C:7]=1[N:8]1[CH2:13][CH2:12][CH:11]([C:14]([NH2:16])=[O:15])[CH2:10][CH2:9]1, predict the reactants needed to synthesize it. (6) The reactants are: C[Si](Cl)(C)C.[S:6]1[CH:10]=[CH:9][CH:8]=[C:7]1[CH:11]1[CH2:16][C:15](=[O:17])[CH2:14][C:13](=[O:18])[CH2:12]1.[CH:19]([C:21]1[CH:28]=[CH:27][C:24]([C:25]#[N:26])=[CH:23][CH:22]=1)=O.[F:29][C:30]([F:42])([F:41])[C:31]1[CH:32]=[C:33]([NH:37][C:38]([NH2:40])=[O:39])[CH:34]=[CH:35][CH:36]=1. Given the product [C:25]([C:24]1[CH:27]=[CH:28][C:21]([CH:19]([C:14]2[C:15](=[O:17])[CH2:16][CH:11]([C:7]3[S:6][CH:10]=[CH:9][CH:8]=3)[CH2:12][C:13]=2[OH:18])[NH:40][C:38]([NH:37][C:33]2[CH:34]=[CH:35][CH:36]=[C:31]([C:30]([F:41])([F:42])[F:29])[CH:32]=2)=[O:39])=[CH:22][CH:23]=1)#[N:26], predict the reactants needed to synthesize it. (7) Given the product [CH2:1]1[O:9][C:8]2[C:3](=[C:4]([NH:10][C:11](=[O:35])[CH2:12][N:13]3[CH:17]=[C:16]([O:18][C:19]4[C:28]5[C:23](=[CH:24][C:25]([O:33][CH3:34])=[C:26]([O:29][CH2:30][CH2:31][N:36]6[CH2:40][CH2:39][CH2:38][CH2:37]6)[CH:27]=5)[N:22]=[CH:21][N:20]=4)[CH:15]=[N:14]3)[CH:5]=[CH:6][CH:7]=2)[O:2]1, predict the reactants needed to synthesize it. The reactants are: [CH2:1]1[O:9][C:8]2[C:3](=[C:4]([NH:10][C:11](=[O:35])[CH2:12][N:13]3[CH:17]=[C:16]([O:18][C:19]4[C:28]5[C:23](=[CH:24][C:25]([O:33][CH3:34])=[C:26]([O:29][CH2:30][CH2:31]Cl)[CH:27]=5)[N:22]=[CH:21][N:20]=4)[CH:15]=[N:14]3)[CH:5]=[CH:6][CH:7]=2)[O:2]1.[NH:36]1[CH2:40][CH2:39][CH2:38][CH2:37]1.C(=O)([O-])[O-].[K+].[K+].[I-].[K+]. (8) Given the product [Cl:1][CH2:11][O:10][CH2:9][C:3]1([CH3:2])[CH2:8][CH2:7][CH2:6][CH2:5][CH2:4]1, predict the reactants needed to synthesize it. The reactants are: [ClH:1].[CH3:2][C:3]1([CH2:9][OH:10])[CH2:8][CH2:7][CH2:6][CH2:5][CH2:4]1.[CH2:11]=O. (9) Given the product [Br:1][C:62]1[CH:63]=[C:57]([CH2:55][CH3:56])[C:58]([O:64][CH3:4])=[CH:59][C:60]=1[O:68][CH3:65], predict the reactants needed to synthesize it. The reactants are: [Br-:1].[Br-].[Br-].[CH2:4]([N+](CCCC)(CCCC)CCCC)CCC.C([N+](CCCC)(CCCC)CCCC)CCC.C([N+](CCCC)(CCCC)CCCC)CCC.[CH2:55]([C:57]1[CH:63]=[CH:62][C:60](O)=[CH:59][C:58]=1[OH:64])[CH3:56].[C:65]([O-:68])([O-])=O.[K+].[K+].CC1[IH]C=CC=1.